This data is from Forward reaction prediction with 1.9M reactions from USPTO patents (1976-2016). The task is: Predict the product of the given reaction. (1) Given the reactants CO.CCN(CC)CC.[NH2:10][C:11]1[C:16]([N+:17]([O-])=O)=[CH:15][C:14]([C:20]2[CH:21]=[N:22][C:23]([C:26]([OH:29])([CH3:28])[CH3:27])=[N:24][CH:25]=2)=[C:13]([F:30])[C:12]=1[CH:31]1[CH2:35][CH2:34][CH2:33][O:32]1, predict the reaction product. The product is: [NH2:10][C:11]1[C:16]([NH2:17])=[CH:15][C:14]([C:20]2[CH:21]=[N:22][C:23]([C:26]([OH:29])([CH3:27])[CH3:28])=[N:24][CH:25]=2)=[C:13]([F:30])[C:12]=1[CH:31]1[CH2:35][CH2:34][CH2:33][O:32]1. (2) Given the reactants [OH:1][C:2]1[CH:9]=[C:8]([N+:10]([O-:12])=[O:11])[CH:7]=[CH:6][C:3]=1[C:4]#[N:5].C(=O)([O-])[O-].[Cs+].[Cs+].Br[CH2:20][CH2:21][CH2:22][NH:23][C:24](=[O:30])[O:25][C:26]([CH3:29])([CH3:28])[CH3:27], predict the reaction product. The product is: [C:4]([C:3]1[CH:6]=[CH:7][C:8]([N+:10]([O-:12])=[O:11])=[CH:9][C:2]=1[O:1][CH2:20][CH2:21][CH2:22][NH:23][C:24](=[O:30])[O:25][C:26]([CH3:29])([CH3:28])[CH3:27])#[N:5].